This data is from Full USPTO retrosynthesis dataset with 1.9M reactions from patents (1976-2016). The task is: Predict the reactants needed to synthesize the given product. (1) Given the product [OH:1][C:2]1[CH:11]=[C:10]([O:12][CH2:26][C:25]2[CH:28]=[CH:29][C:22]([O:21][CH3:20])=[CH:23][CH:24]=2)[C:9]([Cl:13])=[CH:8][C:3]=1[C:4]([O:6][CH3:7])=[O:5], predict the reactants needed to synthesize it. The reactants are: [OH:1][C:2]1[CH:11]=[C:10]([OH:12])[C:9]([Cl:13])=[CH:8][C:3]=1[C:4]([O:6][CH3:7])=[O:5].C(=O)([O-])[O-].[K+].[K+].[CH3:20][O:21][C:22]1[CH:29]=[CH:28][C:25]([CH2:26]Cl)=[CH:24][CH:23]=1.O. (2) The reactants are: Br[C:2]1[CH:7]=[CH:6][C:5]([N:8]2[C:12]3[N:13]=[CH:14][N:15]([CH2:18][C:19]4([OH:34])[CH2:24][CH2:23][N:22]([C:25]([C:27]5[CH:32]=[CH:31][C:30]([CH3:33])=[CH:29][CH:28]=5)=[O:26])[CH2:21][CH2:20]4)[C:16](=[O:17])[C:11]=3[CH:10]=[N:9]2)=[CH:4][CH:3]=1.C(=O)([O-])[O-].[K+].[K+].Cl.[CH2:42]([O:49][CH2:50][CH2:51][O:52][C:53]1[CH:54]=[N:55][NH:56][CH:57]=1)[C:43]1[CH:48]=[CH:47][CH:46]=[CH:45][CH:44]=1.CN[C@@H]1CCCC[C@H]1NC. Given the product [CH2:42]([O:49][CH2:50][CH2:51][O:52][C:53]1[CH:57]=[N:56][N:55]([C:2]2[CH:7]=[CH:6][C:5]([N:8]3[C:12]4[N:13]=[CH:14][N:15]([CH2:18][C:19]5([OH:34])[CH2:24][CH2:23][N:22]([C:25]([C:27]6[CH:32]=[CH:31][C:30]([CH3:33])=[CH:29][CH:28]=6)=[O:26])[CH2:21][CH2:20]5)[C:16](=[O:17])[C:11]=4[CH:10]=[N:9]3)=[CH:4][CH:3]=2)[CH:54]=1)[C:43]1[CH:44]=[CH:45][CH:46]=[CH:47][CH:48]=1, predict the reactants needed to synthesize it.